Dataset: NCI-60 drug combinations with 297,098 pairs across 59 cell lines. Task: Regression. Given two drug SMILES strings and cell line genomic features, predict the synergy score measuring deviation from expected non-interaction effect. Drug 1: CCCS(=O)(=O)NC1=C(C(=C(C=C1)F)C(=O)C2=CNC3=C2C=C(C=N3)C4=CC=C(C=C4)Cl)F. Drug 2: CCCCC(=O)OCC(=O)C1(CC(C2=C(C1)C(=C3C(=C2O)C(=O)C4=C(C3=O)C=CC=C4OC)O)OC5CC(C(C(O5)C)O)NC(=O)C(F)(F)F)O. Cell line: RPMI-8226. Synergy scores: CSS=8.33, Synergy_ZIP=2.68, Synergy_Bliss=10.5, Synergy_Loewe=3.82, Synergy_HSA=5.75.